This data is from Reaction yield outcomes from USPTO patents with 853,638 reactions. The task is: Predict the reaction yield, written as a fraction of the theoretical maximum amount of product (1.0 means a 100% yield; for example, 0.34 means a 34% yield). (1) The reactants are [Br:1][C:2]1[C:11]2[CH2:10][CH2:9][CH2:8][C:7](=[O:12])[C:6]=2[CH:5]=[N:4][CH:3]=1.[BH4-].[Na+].CC(O)=O. The yield is 0.920. The catalyst is CO. The product is [Br:1][C:2]1[C:11]2[CH2:10][CH2:9][CH2:8][CH:7]([OH:12])[C:6]=2[CH:5]=[N:4][CH:3]=1. (2) The reactants are [Cl:1][C:2]1[C:6]([CH3:7])=[C:5]([C:8]2[CH:9]=[C:10]([C:13]([OH:15])=O)[S:11][CH:12]=2)[N:4]([CH3:16])[N:3]=1.[NH2:17][C@@H:18]([CH2:31][C:32]1[CH:37]=[CH:36][C:35]([F:38])=[CH:34][CH:33]=1)[CH2:19][N:20]1[C:28](=[O:29])[C:27]2[C:22](=[CH:23][CH:24]=[CH:25][CH:26]=2)[C:21]1=[O:30].CC(OC(N[C@H](C(O)=O)CC1C=CC=CC=1C(F)(F)F)=O)(C)C.C1CN([P+](Br)(N2CCCC2)N2CCCC2)CC1.F[P-](F)(F)(F)(F)F.CCN(C(C)C)C(C)C. The catalyst is C(Cl)(Cl)Cl. The product is [Cl:1][C:2]1[C:6]([CH3:7])=[C:5]([C:8]2[CH:9]=[C:10]([C:13]([NH:17][C@@H:18]([CH2:31][C:32]3[CH:33]=[CH:34][C:35]([F:38])=[CH:36][CH:37]=3)[CH2:19][N:20]3[C:28](=[O:29])[C:27]4[C:22](=[CH:23][CH:24]=[CH:25][CH:26]=4)[C:21]3=[O:30])=[O:15])[S:11][CH:12]=2)[N:4]([CH3:16])[N:3]=1. The yield is 0.810.